This data is from Forward reaction prediction with 1.9M reactions from USPTO patents (1976-2016). The task is: Predict the product of the given reaction. (1) Given the reactants [H-].[H-].[H-].[H-].[Li+].[Al+3].[O:7]1[CH2:12][CH2:11][N:10]([CH2:13][C:14]#[N:15])[CH2:9][CH2:8]1, predict the reaction product. The product is: [O:7]1[CH2:12][CH2:11][N:10]([CH2:13][CH2:14][NH2:15])[CH2:9][CH2:8]1. (2) Given the reactants [CH3:1][S:2][C:3]1[N:4]=[CH:5][C:6]2[C:15](=[O:16])[N:14]([C:17]3[CH:18]=[C:19]([CH:23]=[CH:24][CH:25]=3)C(O)=O)[CH2:13][C@H:12]3[N:8]([CH2:9][CH2:10][CH2:11]3)[C:7]=2[N:26]=1.Cl.[CH3:28][O:29][C:30](=[O:36])[C@H:31]([C@@H:33]([CH3:35])[OH:34])[NH2:32].[CH2:37](N(CC)CC)C.Cl.C(N=C=NCCCN(C)C)C.ON1C2C=CC=CC=2N=N1.S(Cl)(Cl)=O.C(=O)(O)[O-].[Na+], predict the reaction product. The product is: [CH3:35][C@@H:33]1[O:34][C:37]([C:19]2[CH:23]=[CH:24][CH:25]=[C:17]([N:14]3[CH2:13][C@H:12]4[N:8]([CH2:9][CH2:10][CH2:11]4)[C:7]4[N:26]=[C:3]([S:2][CH3:1])[N:4]=[CH:5][C:6]=4[C:15]3=[O:16])[CH:18]=2)=[N:32][C@@H:31]1[C:30]([O:29][CH3:28])=[O:36].